Predict the reaction yield, written as a fraction of the theoretical maximum amount of product (1.0 means a 100% yield; for example, 0.34 means a 34% yield). From a dataset of Reaction yield outcomes from USPTO patents with 853,638 reactions. (1) The reactants are Cl[C:2]1[C:7]([C:8]#[N:9])=[C:6]([Cl:10])[N:5]=[C:4]([S:11][CH3:12])[N:3]=1.[F:13][C:14]1[CH:20]=[CH:19][CH:18]=[C:17]([F:21])[C:15]=1[NH2:16].CO.O. The catalyst is CN(C=O)C. The product is [Cl:10][C:6]1[C:7]([C:8]#[N:9])=[C:2]([NH:16][C:15]2[C:14]([F:13])=[CH:20][CH:19]=[CH:18][C:17]=2[F:21])[N:3]=[C:4]([S:11][CH3:12])[N:5]=1. The yield is 0.900. (2) The reactants are [C:1]([O:8]CC)(=[O:7])[C:2](OCC)=O.[O-]CC.[K+].[N+:15]([C:18]1[CH:23]=[CH:22][CH:21]=[C:20]([CH3:24])[C:19]=1C)([O-:17])=[O:16]. The catalyst is CCOCC. The product is [CH3:24][C:20]1[CH:21]=[CH:22][CH:23]=[C:18]([N+:15]([O-:17])=[O:16])[C:19]=1[CH2:2][C:1]([OH:8])=[O:7]. The yield is 0.450. (3) The reactants are [CH3:1][C:2]1[C:16](=[O:17])[N:15]=[C:14]2[N:4]([C@@H:5]3[O:9][C@H:8]([CH2:10][OH:11])[C@@H:7]([OH:12])[C@@H:6]3[O:13]2)[CH:3]=1.[CH3:18][O:19][CH2:20][CH2:21][O:22]B([O:22][CH2:21][CH2:20][O:19][CH3:18])[O:22][CH2:21][CH2:20][O:19][CH3:18]. The catalyst is COCCO. The product is [CH3:18][O:19][CH2:20][CH2:21][O:22][C@@H:6]1[C@H:7]([OH:12])[C@@H:8]([CH2:10][OH:11])[O:9][C@H:5]1[N:4]1[CH:3]=[C:2]([CH3:1])[C:16](=[O:17])[NH:15][C:14]1=[O:13]. The yield is 0.630. (4) The reactants are C1CCC(N=C=NC2CCCCC2)CC1.[OH:16][N:17]1C(=O)CCC1=O.[CH2:24]([O:26][CH:27]([CH2:31][C:32]1[CH:37]=[CH:36][C:35]([O:38][CH2:39][CH2:40][C:41]2[CH:46]=[CH:45][C:44]([O:47][S:48]([CH3:51])(=[O:50])=[O:49])=[CH:43][CH:42]=2)=[CH:34][CH:33]=1)[C:28]([OH:30])=O)[CH3:25].C(N(C(C)C)CC)(C)C.[CH2:61](NO)[C:62]1[CH:67]=[CH:66][CH:65]=[CH:64][CH:63]=1.Cl. The catalyst is C(#N)C.CCCCCCC. The product is [CH2:61]([O:16][NH:17][C:28](=[O:30])[CH:27]([O:26][CH2:24][CH3:25])[CH2:31][C:32]1[CH:33]=[CH:34][C:35]([O:38][CH2:39][CH2:40][C:41]2[CH:46]=[CH:45][C:44]([O:47][S:48]([CH3:51])(=[O:49])=[O:50])=[CH:43][CH:42]=2)=[CH:36][CH:37]=1)[C:62]1[CH:63]=[CH:64][CH:65]=[CH:66][CH:67]=1. The yield is 0.660. (5) The reactants are [N:1]12[CH2:8][CH2:7][C:4]([C:9]([C:18]3[CH:23]=[CH:22][C:21]([F:24])=[CH:20][CH:19]=3)([C:11]3[CH:16]=[CH:15][C:14]([F:17])=[CH:13][CH:12]=3)[OH:10])([CH2:5][CH2:6]1)[CH2:3][CH2:2]2.[C:25]1([CH2:31][O:32][CH2:33][CH2:34][Br:35])[CH:30]=[CH:29][CH:28]=[CH:27][CH:26]=1. The catalyst is CC#N. The product is [Br-:35].[F:17][C:14]1[CH:15]=[CH:16][C:11]([C:9]([C:18]2[CH:19]=[CH:20][C:21]([F:24])=[CH:22][CH:23]=2)([OH:10])[C:4]23[CH2:5][CH2:6][N+:1]([CH2:34][CH2:33][O:32][CH2:31][C:25]4[CH:30]=[CH:29][CH:28]=[CH:27][CH:26]=4)([CH2:2][CH2:3]2)[CH2:8][CH2:7]3)=[CH:12][CH:13]=1. The yield is 0.661. (6) The yield is 0.600. The catalyst is COCCOC.C(=O)(O)[O-].[Na+].C1C=CC([P]([Pd]([P](C2C=CC=CC=2)(C2C=CC=CC=2)C2C=CC=CC=2)([P](C2C=CC=CC=2)(C2C=CC=CC=2)C2C=CC=CC=2)[P](C2C=CC=CC=2)(C2C=CC=CC=2)C2C=CC=CC=2)(C2C=CC=CC=2)C2C=CC=CC=2)=CC=1. The product is [Cl:1][C:2]1[C:7]([C:8]#[N:9])=[CH:6][N:5]=[C:4]2[CH:10]=[C:11]([C:19]3[CH:20]=[CH:21][C:16]([N:15]([CH3:25])[CH3:14])=[CH:17][CH:18]=3)[S:12][C:3]=12. The reactants are [Cl:1][C:2]1[C:7]([C:8]#[N:9])=[CH:6][N:5]=[C:4]2[CH:10]=[C:11](I)[S:12][C:3]=12.[CH3:14][N:15]([CH3:25])[C:16]1[CH:21]=[CH:20][C:19](B(O)O)=[CH:18][CH:17]=1.O. (7) The reactants are [C:1]([O:5][C:6]([N:8]1[CH2:13][CH2:12][CH:11]([NH:14][C:15]2[CH:20]=[CH:19][C:18]([O:21][C:22]([O:24][C:25]([CH3:28])([CH3:27])[CH3:26])=[O:23])=[CH:17][N:16]=2)[CH2:10][CH2:9]1)=[O:7])([CH3:4])([CH3:3])[CH3:2].[C:29]([O:33][C:34](O[C:34]([O:33][C:29]([CH3:32])([CH3:31])[CH3:30])=[O:35])=[O:35])([CH3:32])([CH3:31])[CH3:30].O. The yield is 0.510. The catalyst is CN(C1C=CN=CC=1)C.C(#N)C. The product is [C:1]([O:5][C:6]([N:8]1[CH2:13][CH2:12][CH:11]([N:14]([C:34]([O:33][C:29]([CH3:32])([CH3:31])[CH3:30])=[O:35])[C:15]2[CH:20]=[CH:19][C:18]([O:21][C:22]([O:24][C:25]([CH3:28])([CH3:27])[CH3:26])=[O:23])=[CH:17][N:16]=2)[CH2:10][CH2:9]1)=[O:7])([CH3:4])([CH3:3])[CH3:2]. (8) The reactants are [Cl:1][C:2]1[C:7]([Cl:8])=[C:6]([C:9]#[N:10])[CH:5]=[CH:4][C:3]=1[NH:11][C@H:12]([C@@H:16]([OH:18])[CH3:17])[C:13]([OH:15])=O.[C:19]([NH:27][NH2:28])(=[O:26])[C:20]1[CH:25]=[CH:24][CH:23]=[CH:22][CH:21]=1.ClC1C(CC)=C(N[C@H]([C@@H](O)C)C(NNC(=O)C2C=CC=CC=2)=O)C=CC=1C#N. No catalyst specified. The product is [Cl:1][C:2]1[C:7]([Cl:8])=[C:6]([C:9]#[N:10])[CH:5]=[CH:4][C:3]=1[NH:11][C@H:12]([C@@H:16]([OH:18])[CH3:17])[C:13]([NH:28][NH:27][C:19](=[O:26])[C:20]1[CH:25]=[CH:24][CH:23]=[CH:22][CH:21]=1)=[O:15]. The yield is 0.500. (9) The reactants are [CH3:1][C:2]1[C:6]([C:7](=[O:9])[CH3:8])=[C:5]([CH3:10])[O:4][N:3]=1.[Li]CCCC.[Br:16][C:17]1[C:18]([F:33])=[CH:19][C:20]([F:32])=[C:21](/[C:23](=[N:25]/[S@@:26]([C:28]([CH3:31])([CH3:30])[CH3:29])=[O:27])/[CH3:24])[CH:22]=1.O. The catalyst is C1COCC1. The product is [Br:16][C:17]1[C:18]([F:33])=[CH:19][C:20]([F:32])=[C:21]([C@@:23]([NH:25][S@@:26]([C:28]([CH3:30])([CH3:29])[CH3:31])=[O:27])([CH2:8][C:7]([C:6]2[C:2]([CH3:1])=[N:3][O:4][C:5]=2[CH3:10])=[O:9])[CH3:24])[CH:22]=1. The yield is 0.553.